This data is from Reaction yield outcomes from USPTO patents with 853,638 reactions. The task is: Predict the reaction yield, written as a fraction of the theoretical maximum amount of product (1.0 means a 100% yield; for example, 0.34 means a 34% yield). (1) The reactants are C(OC(=O)[NH:7][C@H:8]([C:19](=[S:21])[NH2:20])[CH2:9][C:10]1[CH:15]=[CH:14][C:13]([N+:16]([O-:18])=[O:17])=[CH:12][CH:11]=1)(C)(C)C.Br[CH2:24][C:25](=O)[CH2:26][CH3:27].C(OCC)C. The catalyst is CC#N. The product is [CH2:26]([C:25]1[N:20]=[C:19]([C@@H:8]([NH2:7])[CH2:9][C:10]2[CH:11]=[CH:12][C:13]([N+:16]([O-:18])=[O:17])=[CH:14][CH:15]=2)[S:21][CH:24]=1)[CH3:27]. The yield is 0.900. (2) The reactants are [CH2:1]([NH:13][C:14](=[O:36])[C:15]1[CH:20]=[C:19]([C:21]2[CH:26]=[CH:25][CH:24]=[C:23]([C:27]([F:30])([F:29])[F:28])[CH:22]=2)[C:18]([O:31][CH2:32][CH2:33]O)=[C:17]([Br:35])[CH:16]=1)[CH2:2][CH2:3][CH2:4][CH2:5][CH2:6][CH2:7][CH2:8][CH2:9][CH2:10][CH2:11][CH3:12].C(Br)(Br)(Br)[Br:38].C1(P(C2C=CC=CC=2)C2C=CC=CC=2)C=CC=CC=1. The catalyst is C(Cl)Cl. The product is [CH2:1]([NH:13][C:14](=[O:36])[C:15]1[CH:20]=[C:19]([C:21]2[CH:26]=[CH:25][CH:24]=[C:23]([C:27]([F:28])([F:29])[F:30])[CH:22]=2)[C:18]([O:31][CH2:32][CH2:33][Br:38])=[C:17]([Br:35])[CH:16]=1)[CH2:2][CH2:3][CH2:4][CH2:5][CH2:6][CH2:7][CH2:8][CH2:9][CH2:10][CH2:11][CH3:12]. The yield is 0.890. (3) The catalyst is C1(C)C=CC=CC=1.CCO. The product is [CH3:7][O:6][C:4]1[C:3]([OH:1])=[N:16][C:17]([OH:18])=[N:19][CH:8]=1. The reactants are [O:1]([CH2:3][C:4]([O:6][CH3:7])=O)C.[CH:8](OCC)=O.C[O-].[Na+].[NH2:16][C:17]([NH2:19])=[O:18]. The yield is 0.239.